Dataset: Reaction yield outcomes from USPTO patents with 853,638 reactions. Task: Predict the reaction yield, written as a fraction of the theoretical maximum amount of product (1.0 means a 100% yield; for example, 0.34 means a 34% yield). (1) The reactants are Cl[C:2]1[CH:7]=[CH:6][C:5]([N:8]2[N:17]=[C:16]([NH:18][C:19]3[CH:23]=[C:22]([CH3:24])[NH:21][N:20]=3)[C:15]3[C:10](=[CH:11][CH:12]=[CH:13][CH:14]=3)[C:9]2=[O:25])=[CH:4][CH:3]=1.[NH2:26][C:27]1[CH:32]=[CH:31][CH:30]=[CH:29][CH:28]=1.CC([O-])(C)C.[Na+].C(P(C(C)(C)C)C1C=CC=CC=1C1C=CC=CC=1)(C)(C)C. The catalyst is C1C=CC(/C=C/C(/C=C/C2C=CC=CC=2)=O)=CC=1.C1C=CC(/C=C/C(/C=C/C2C=CC=CC=2)=O)=CC=1.C1C=CC(/C=C/C(/C=C/C2C=CC=CC=2)=O)=CC=1.[Pd].[Pd]. The product is [CH3:24][C:22]1[NH:21][N:20]=[C:19]([NH:18][C:16]2[C:15]3[C:10](=[CH:11][CH:12]=[CH:13][CH:14]=3)[C:9](=[O:25])[N:8]([C:5]3[CH:6]=[CH:7][C:2]([NH:26][C:27]4[CH:32]=[CH:31][CH:30]=[CH:29][CH:28]=4)=[CH:3][CH:4]=3)[N:17]=2)[CH:23]=1. The yield is 0.0200. (2) The reactants are [CH2:1]1[C:9]2[C:4](=[CH:5][CH:6]=[CH:7][CH:8]=2)[CH2:3][NH:2]1.[F:10][C:11]1[CH:16]=[CH:15][C:14]([C:17]2[O:18][C:19]3[CH:29]=[CH:28][C:27]([C:30]4[CH:31]=[C:32]([CH:36]=[CH:37][CH:38]=4)[C:33](O)=[O:34])=[CH:26][C:20]=3[C:21]=2[C:22](=[O:25])[NH:23][CH3:24])=[CH:13][CH:12]=1.CN(C(ON1N=NC2C=CC=NC1=2)=[N+](C)C)C.F[P-](F)(F)(F)(F)F.CCN(C(C)C)C(C)C. The catalyst is CN(C=O)C.CO. The product is [F:10][C:11]1[CH:16]=[CH:15][C:14]([C:17]2[O:18][C:19]3[CH:29]=[CH:28][C:27]([C:30]4[CH:38]=[CH:37][CH:36]=[C:32]([C:33]([N:2]5[CH2:3][C:4]6[C:9](=[CH:8][CH:7]=[CH:6][CH:5]=6)[CH2:1]5)=[O:34])[CH:31]=4)=[CH:26][C:20]=3[C:21]=2[C:22]([NH:23][CH3:24])=[O:25])=[CH:13][CH:12]=1. The yield is 0.680.